This data is from Peptide-MHC class II binding affinity with 134,281 pairs from IEDB. The task is: Regression. Given a peptide amino acid sequence and an MHC pseudo amino acid sequence, predict their binding affinity value. This is MHC class II binding data. (1) The binding affinity (normalized) is 0.865. The MHC is DRB1_1001 with pseudo-sequence DRB1_1001. The peptide sequence is AFKVAATAANAAPAD. (2) The peptide sequence is FFHMNIYECKGVTVK. The MHC is HLA-DQA10301-DQB10302 with pseudo-sequence HLA-DQA10301-DQB10302. The binding affinity (normalized) is 0.234. (3) The peptide sequence is GELQSVDKIDAAFKI. The MHC is DRB1_1501 with pseudo-sequence DRB1_1501. The binding affinity (normalized) is 0.302. (4) The peptide sequence is VGLVVQIDHVRMSTK. The MHC is DRB4_0101 with pseudo-sequence DRB4_0103. The binding affinity (normalized) is 0.766. (5) The peptide sequence is LRIMASLVLARKHNT. The MHC is DRB1_0101 with pseudo-sequence DRB1_0101. The binding affinity (normalized) is 0.897. (6) The peptide sequence is IPKGDFLTGPLNFTG. The MHC is DRB1_0405 with pseudo-sequence DRB1_0405. The binding affinity (normalized) is 0.348. (7) The peptide sequence is FTVQKGSDPKKLVLN. The MHC is HLA-DQA10501-DQB10201 with pseudo-sequence HLA-DQA10501-DQB10201. The binding affinity (normalized) is 0.